Dataset: Full USPTO retrosynthesis dataset with 1.9M reactions from patents (1976-2016). Task: Predict the reactants needed to synthesize the given product. Given the product [CH3:7][C:5]1([CH3:8])[CH2:6][N:3]([CH2:2][N:21]2[C:22]3[C:27](=[CH:26][C:25]([C:29]#[N:30])=[CH:24][CH:23]=3)[CH:28]=[C:20]2[C:16]2[CH:15]=[N:14][CH:19]=[CH:18][CH:17]=2)[C:4]1=[O:9], predict the reactants needed to synthesize it. The reactants are: O[CH2:2][N:3]1[CH2:6][C:5]([CH3:8])([CH3:7])[C:4]1=[O:9].S(Cl)(Cl)=O.[N:14]1[CH:19]=[CH:18][CH:17]=[C:16]([C:20]2[NH:21][C:22]3[C:27]([CH:28]=2)=[CH:26][C:25]([C:29]#[N:30])=[CH:24][CH:23]=3)[CH:15]=1.[H-].[Na+].[Cl-].